From a dataset of Forward reaction prediction with 1.9M reactions from USPTO patents (1976-2016). Predict the product of the given reaction. (1) Given the reactants [Br:1][C:2]1[CH:3]=[C:4]([C:12]2[O:16][N:15]=[C:14]([C:17]3[CH:25]=[CH:24][C:23]4[NH:22][C:21]5[CH:26]([CH2:29][C:30]([O:32]CC)=[O:31])[CH2:27][CH2:28][C:20]=5[C:19]=4[CH:18]=3)[N:13]=2)[CH:5]=[C:6]([C:8]([F:11])([F:10])[F:9])[CH:7]=1.[Br-].[Li+].C(N(CC)CC)C, predict the reaction product. The product is: [Br:1][C:2]1[CH:3]=[C:4]([C:12]2[O:16][N:15]=[C:14]([C:17]3[CH:25]=[CH:24][C:23]4[NH:22][C:21]5[CH:26]([CH2:29][C:30]([OH:32])=[O:31])[CH2:27][CH2:28][C:20]=5[C:19]=4[CH:18]=3)[N:13]=2)[CH:5]=[C:6]([C:8]([F:9])([F:11])[F:10])[CH:7]=1. (2) Given the reactants [CH2:1]([O:8][C:9](=[O:36])[C@H:10]([CH:33]([CH3:35])[CH3:34])[N:11]([CH2:18][C:19]1[CH:24]=[CH:23][C:22]([C:25]2[CH:30]=[CH:29][CH:28]=[CH:27][C:26]=2[C:31]#[N:32])=[CH:21][CH:20]=1)[C:12](=[O:17])[CH2:13][CH2:14][CH2:15][CH3:16])[C:2]1[CH:7]=[CH:6][CH:5]=[CH:4][CH:3]=1.C([Sn]([N:50]=[N+:51]=[N-:52])(CCCC)CCCC)CCC, predict the reaction product. The product is: [CH3:16][CH2:15][CH2:14][CH2:13][C:12]([N:11]([C@H:10]([C:9]([O:8][CH2:1][C:2]1[CH:7]=[CH:6][CH:5]=[CH:4][CH:3]=1)=[O:36])[CH:33]([CH3:35])[CH3:34])[CH2:18][C:19]1[CH:20]=[CH:21][C:22]([C:25]2[C:26]([C:31]3[N:52]=[N:51][NH:50][N:32]=3)=[CH:27][CH:28]=[CH:29][CH:30]=2)=[CH:23][CH:24]=1)=[O:17]. (3) Given the reactants [Cl:1][C:2]1[CH:7]=[CH:6][C:5]([S:8]([N:11]2[CH:20]3[CH2:21][CH:22]([C:24]([O:26]CC)=O)[CH2:23][CH:12]2[CH2:13][C:14]2([CH2:19]3)[O:18][CH2:17][CH2:16][O:15]2)(=[O:10])=[O:9])=[CH:4][CH:3]=1.[CH3:29][CH2:30][Mg+].[Br-], predict the reaction product. The product is: [Cl:1][C:2]1[CH:3]=[CH:4][C:5]([S:8]([N:11]2[CH:12]3[CH2:23][CH:22]([C:24]4([OH:26])[CH2:30][CH2:29]4)[CH2:21][CH:20]2[CH2:19][C:14]2([CH2:13]3)[O:15][CH2:16][CH2:17][O:18]2)(=[O:9])=[O:10])=[CH:6][CH:7]=1. (4) Given the reactants C[O:2][C:3]1[C:8]([O:9]C)=[CH:7][C:6]([C:11]#[C:12][C:13]2[CH:18]=[CH:17][CH:16]=[CH:15][C:14]=2[CH3:19])=[CH:5][N:4]=1.Br.O, predict the reaction product. The product is: [OH:9][C:8]1[C:3](=[O:2])[NH:4][CH:5]=[C:6]([CH2:11][CH2:12][C:13]2[CH:18]=[CH:17][CH:16]=[CH:15][C:14]=2[CH3:19])[CH:7]=1. (5) Given the reactants Cl[CH2:2][CH2:3][O:4][CH2:5][C:6]([NH:8][C:9]1[CH:14]=[CH:13][C:12]([N+:15]([O-:17])=[O:16])=[CH:11][CH:10]=1)=[O:7].C(=O)([O-])[O-].[K+].[K+], predict the reaction product. The product is: [N+:15]([C:12]1[CH:13]=[CH:14][C:9]([N:8]2[CH2:2][CH2:3][O:4][CH2:5][C:6]2=[O:7])=[CH:10][CH:11]=1)([O-:17])=[O:16].